This data is from Reaction yield outcomes from USPTO patents with 853,638 reactions. The task is: Predict the reaction yield, written as a fraction of the theoretical maximum amount of product (1.0 means a 100% yield; for example, 0.34 means a 34% yield). (1) The reactants are [CH:1]1([OH:7])[CH2:6][CH2:5][CH2:4][CH2:3][CH2:2]1.[H-].[Na+].[Cl:10][C:11]1[N:16]=[C:15]([C:17]([O:19][CH:20]2[CH2:25][CH2:24][CH2:23][CH2:22][CH2:21]2)=[O:18])[CH:14]=[C:13](Cl)[N:12]=1. The catalyst is C1COCC1. The product is [Cl:10][C:11]1[N:16]=[C:15]([C:17]([O:19][CH:20]2[CH2:25][CH2:24][CH2:23][CH2:22][CH2:21]2)=[O:18])[CH:14]=[C:13]([O:7][CH:1]2[CH2:6][CH2:5][CH2:4][CH2:3][CH2:2]2)[N:12]=1. The yield is 0.990. (2) The reactants are FC(F)(F)S(O[C:7]1[CH:12]=[CH:11][C:10]([N:13]2[CH:18]=[C:17]([O:19][CH3:20])[C:16](=[O:21])[C:15]([C:22]3[N:26]([C:27]4[CH:32]=[CH:31][CH:30]=[CH:29][CH:28]=4)[N:25]=[CH:24][CH:23]=3)=[N:14]2)=[C:9]([F:33])[CH:8]=1)(=O)=O.Cl.[F:37][C:38]1([F:44])[CH2:43][CH2:42][NH:41][CH2:40][CH2:39]1.CC1(C)C2C(=C(P(C3C=CC=CC=3)C3C=CC=CC=3)C=CC=2)OC2C(P(C3C=CC=CC=3)C3C=CC=CC=3)=CC=CC1=2.CC([O-])(C)C.[Na+]. The yield is 0.250. The catalyst is O1CCOCC1.C1C=CC(/C=C/C(/C=C/C2C=CC=CC=2)=O)=CC=1.C1C=CC(/C=C/C(/C=C/C2C=CC=CC=2)=O)=CC=1.C1C=CC(/C=C/C(/C=C/C2C=CC=CC=2)=O)=CC=1.[Pd].[Pd].O. The product is [F:37][C:38]1([F:44])[CH2:43][CH2:42][N:41]([C:7]2[CH:12]=[CH:11][C:10]([N:13]3[CH:18]=[C:17]([O:19][CH3:20])[C:16](=[O:21])[C:15]([C:22]4[N:26]([C:27]5[CH:28]=[CH:29][CH:30]=[CH:31][CH:32]=5)[N:25]=[CH:24][CH:23]=4)=[N:14]3)=[C:9]([F:33])[CH:8]=2)[CH2:40][CH2:39]1. (3) The reactants are O=[C:2]1[CH:6]([C:7]([O:9]CC)=[O:8])[CH2:5][CH2:4][NH:3]1.F[B-](F)(F)F.C[O+](C)C.[C:21]([NH:24][NH2:25])(=O)[CH3:22]. The catalyst is ClCCl. The product is [CH3:22][C:21]1[N:3]2[CH2:4][CH2:5][CH:6]([C:7]([OH:9])=[O:8])[C:2]2=[N:25][N:24]=1. The yield is 0.110. (4) The reactants are [Br:1][C:2]1[CH:7]=[N:6][C:5]([O:8]C)=[C:4]2[N:10]([S:18]([C:21]3[CH:27]=[CH:26][C:24]([CH3:25])=[CH:23][CH:22]=3)(=[O:20])=[O:19])[C:11]([C:13]([O:15][CH2:16][CH3:17])=[O:14])=[CH:12][C:3]=12.[I-].[Na+].Cl[Si](C)(C)C.O. The catalyst is C(#N)C. The product is [Br:1][C:2]1[C:3]2[CH:12]=[C:11]([C:13]([O:15][CH2:16][CH3:17])=[O:14])[N:10]([S:18]([C:21]3[CH:22]=[CH:23][C:24]([CH3:25])=[CH:26][CH:27]=3)(=[O:20])=[O:19])[C:4]=2[C:5](=[O:8])[NH:6][CH:7]=1. The yield is 0.730. (5) The reactants are [Al].[Pb](Br)Br.[Cl:5][C:6](Cl)([Cl:16])[CH:7]([C:9]1[CH:10]=[C:11]([OH:15])[CH:12]=[CH:13][CH:14]=1)O. The catalyst is CO. The product is [Cl:5][C:6]([Cl:16])=[CH:7][C:9]1[CH:10]=[C:11]([OH:15])[CH:12]=[CH:13][CH:14]=1. The yield is 0.930. (6) The reactants are [CH3:1][O:2][C:3]1[C:16]([O:17][CH3:18])=[CH:15][CH:14]=[CH:13][C:4]=1[C:5]([C:7]1[CH:12]=[CH:11][N:10]=[CH:9][CH:8]=1)=[O:6]. The catalyst is CO. The product is [OH:6][CH:5]([CH:7]1[CH2:8][CH2:9][NH:10][CH2:11][CH2:12]1)[C:4]1[CH:13]=[CH:14][CH:15]=[C:16]([O:17][CH3:18])[C:3]=1[O:2][CH3:1]. The yield is 0.920.